Dataset: NCI-60 drug combinations with 297,098 pairs across 59 cell lines. Task: Regression. Given two drug SMILES strings and cell line genomic features, predict the synergy score measuring deviation from expected non-interaction effect. (1) Drug 1: C1=CC(=CC=C1C#N)C(C2=CC=C(C=C2)C#N)N3C=NC=N3. Drug 2: C1CNP(=O)(OC1)N(CCCl)CCCl. Cell line: SF-295. Synergy scores: CSS=-0.522, Synergy_ZIP=1.43, Synergy_Bliss=0.971, Synergy_Loewe=0.868, Synergy_HSA=-2.37. (2) Drug 1: C1=C(C(=O)NC(=O)N1)F. Drug 2: CC1C(C(CC(O1)OC2CC(CC3=C2C(=C4C(=C3O)C(=O)C5=C(C4=O)C(=CC=C5)OC)O)(C(=O)CO)O)N)O.Cl. Cell line: SF-539. Synergy scores: CSS=73.7, Synergy_ZIP=2.34, Synergy_Bliss=1.63, Synergy_Loewe=5.63, Synergy_HSA=7.31. (3) Drug 1: C1CCC(CC1)NC(=O)N(CCCl)N=O. Drug 2: CC(C)(C#N)C1=CC(=CC(=C1)CN2C=NC=N2)C(C)(C)C#N. Cell line: ACHN. Synergy scores: CSS=2.22, Synergy_ZIP=-5.97, Synergy_Bliss=-9.43, Synergy_Loewe=-10.9, Synergy_HSA=-9.24. (4) Drug 2: C1C(C(OC1N2C=NC3=C2NC=NCC3O)CO)O. Synergy scores: CSS=0.303, Synergy_ZIP=-1.34, Synergy_Bliss=-2.40, Synergy_Loewe=-2.98, Synergy_HSA=-3.04. Drug 1: C#CCC(CC1=CN=C2C(=N1)C(=NC(=N2)N)N)C3=CC=C(C=C3)C(=O)NC(CCC(=O)O)C(=O)O. Cell line: BT-549. (5) Drug 1: CS(=O)(=O)C1=CC(=C(C=C1)C(=O)NC2=CC(=C(C=C2)Cl)C3=CC=CC=N3)Cl. Drug 2: C1=CC(=CC=C1CC(C(=O)O)N)N(CCCl)CCCl.Cl. Cell line: NCI-H322M. Synergy scores: CSS=0.436, Synergy_ZIP=1.52, Synergy_Bliss=1.01, Synergy_Loewe=-4.23, Synergy_HSA=-2.94. (6) Drug 1: C1=NC2=C(N1)C(=S)N=C(N2)N. Drug 2: B(C(CC(C)C)NC(=O)C(CC1=CC=CC=C1)NC(=O)C2=NC=CN=C2)(O)O. Cell line: UACC-257. Synergy scores: CSS=6.43, Synergy_ZIP=-5.77, Synergy_Bliss=0.639, Synergy_Loewe=0.0593, Synergy_HSA=-0.149. (7) Drug 2: C1=NC(=NC(=O)N1C2C(C(C(O2)CO)O)O)N. Synergy scores: CSS=16.7, Synergy_ZIP=-0.990, Synergy_Bliss=3.58, Synergy_Loewe=-7.43, Synergy_HSA=1.37. Cell line: HT29. Drug 1: CC1=C(C=C(C=C1)C(=O)NC2=CC(=CC(=C2)C(F)(F)F)N3C=C(N=C3)C)NC4=NC=CC(=N4)C5=CN=CC=C5.